From a dataset of Forward reaction prediction with 1.9M reactions from USPTO patents (1976-2016). Predict the product of the given reaction. Given the reactants [NH:1]1[CH2:6][CH2:5][O:4][CH2:3][CH:2]1[CH2:7][OH:8].I[CH2:10][CH3:11].C([O-])([O-])=O.[K+].[K+], predict the reaction product. The product is: [CH2:10]([N:1]1[CH2:6][CH2:5][O:4][CH2:3][CH:2]1[CH2:7][OH:8])[CH3:11].